Dataset: Catalyst prediction with 721,799 reactions and 888 catalyst types from USPTO. Task: Predict which catalyst facilitates the given reaction. (1) Product: [O:5]([CH:4]([C:6]1[CH:11]=[CH:10][C:9]([Br:12])=[CH:8][CH:7]=1)[C:3]([OH:2])=[O:13])[C:14]1[CH:19]=[CH:18][CH:17]=[CH:16][CH:15]=1.[Br:12][C:9]1[CH:8]=[CH:7][C:6]([CH:4]([O:20][C:14]2[CH:19]=[CH:18][CH:17]=[CH:16][CH:15]=2)[C:3]([NH:21][C:22]2[S:23][CH:24]=[CH:25][N:26]=2)=[O:13])=[CH:11][CH:10]=1. Reactant: C[O:2][C:3](=[O:13])[CH:4]([C:6]1[CH:11]=[CH:10][C:9]([Br:12])=[CH:8][CH:7]=1)[OH:5].[C:14]1([OH:20])[CH:19]=[CH:18][CH:17]=[CH:16][CH:15]=1.[NH2:21][C:22]1[S:23][CH:24]=[CH:25][N:26]=1. The catalyst class is: 1. (2) Reactant: [C:1]([C:5]1[CH:6]=[C:7]2[C:12](=[C:13]([F:15])[CH:14]=1)[C:11](=[O:16])[N:10]([C:17]1[N:24]=[CH:23][CH:22]=[C:21](Cl)[C:18]=1[CH:19]=[O:20])[N:9]=[CH:8]2)([CH3:4])([CH3:3])[CH3:2].[CH3:26][N:27]1[CH:32]=[C:31](B2OC(C)(C)C(C)(C)O2)[CH:30]=[C:29]([NH:42][C:43]2[CH:47]=[CH:46][N:45]([CH3:48])[N:44]=2)[C:28]1=[O:49].[O-]P([O-])([O-])=O.[K+].[K+].[K+].C([O-])(=O)C.[Na+]. Product: [C:1]([C:5]1[CH:6]=[C:7]2[C:12](=[C:13]([F:15])[CH:14]=1)[C:11](=[O:16])[N:10]([C:17]1[N:24]=[CH:23][CH:22]=[C:21]([C:31]3[CH:30]=[C:29]([NH:42][C:43]4[CH:47]=[CH:46][N:45]([CH3:48])[N:44]=4)[C:28](=[O:49])[N:27]([CH3:26])[CH:32]=3)[C:18]=1[CH:19]=[O:20])[N:9]=[CH:8]2)([CH3:4])([CH3:3])[CH3:2]. The catalyst class is: 543. (3) Reactant: [CH3:1][C:2]1[N:7]=[C:6]([S:8][CH2:9][C:10]2[N:14]([CH3:15])[CH:13]=[N:12][CH:11]=2)[N:5]=[C:4]([OH:16])[CH:3]=1.[ClH:17].O1CCOCC1. Product: [ClH:17].[CH3:1][C:2]1[N:7]=[C:6]([S:8][CH2:9][C:10]2[N:14]([CH3:15])[CH:13]=[N:12][CH:11]=2)[N:5]=[C:4]([OH:16])[CH:3]=1. The catalyst class is: 5. (4) Reactant: [CH2:1]([Si:3]([CH2:19][CH3:20])([CH2:17][CH3:18])[O:4][C:5](/[C:7](=[CH:15]/[CH3:16])/[CH2:8][CH2:9][C:10]([O:12][CH2:13][CH3:14])=[O:11])=[CH2:6])[CH3:2].CC(C)(C)/C(/O)=C/C(C(C(C(F)(F)F)(F)F)(F)F)=O.CC(C)(C)/C(/O)=C/C(C(C(C(F)(F)F)(F)F)(F)F)=O.CC(C)(C)/C(/O)=C/C(C(C(C(F)(F)F)(F)F)(F)F)=O.[Eu].[N+:79]([C:82]1[CH:89]=[N:88][CH:87]=[CH:86][C:83]=1[CH:84]=[O:85])([O-:81])=[O:80]. Product: [CH3:16][C@@H:15]1[C:7]([CH2:8][CH2:9][C:10]([O:12][CH2:13][CH3:14])=[O:11])=[C:5]([O:4][Si:3]([CH2:1][CH3:2])([CH2:17][CH3:18])[CH2:19][CH3:20])[CH2:6][C@H:84]([C:83]2[CH:86]=[CH:87][N:88]=[CH:89][C:82]=2[N+:79]([O-:81])=[O:80])[O:85]1. The catalyst class is: 22. (5) Reactant: C[O:2][C:3](=[O:33])[C:4]1[CH:9]=[CH:8][C:7]([CH2:10][N:11]([S:22]([C:25]2[CH:30]=[CH:29][C:28]([Cl:31])=[CH:27][CH:26]=2)(=[O:24])=[O:23])[C@@H:12]2[CH2:18][C:17]([F:20])([F:19])[CH2:16][CH2:15][NH:14][C:13]2=[O:21])=[C:6]([F:32])[CH:5]=1.[OH-].[Na+]. Product: [Cl:31][C:28]1[CH:29]=[CH:30][C:25]([S:22]([N:11]([CH2:10][C:7]2[CH:8]=[CH:9][C:4]([C:3]([OH:33])=[O:2])=[CH:5][C:6]=2[F:32])[C@@H:12]2[CH2:18][C:17]([F:19])([F:20])[CH2:16][CH2:15][NH:14][C:13]2=[O:21])(=[O:23])=[O:24])=[CH:26][CH:27]=1. The catalyst class is: 36. (6) Reactant: C[O:2][C:3]([C:5]1([N:13]([C:15](=[O:26])[CH2:16][C:17]2[C:22]([CH3:23])=[CH:21][C:20]([Cl:24])=[CH:19][C:18]=2[CH3:25])[OH:14])[CH2:10][CH2:9][N:8]([O:11][CH3:12])[CH2:7][CH2:6]1)=O.CC(C)([O-])C.[K+].O.Cl. Product: [Cl:24][C:20]1[CH:19]=[C:18]([CH3:25])[C:17]([C:16]2[C:15](=[O:26])[N:13]([OH:14])[C:5]3([CH2:6][CH2:7][N:8]([O:11][CH3:12])[CH2:9][CH2:10]3)[C:3]=2[OH:2])=[C:22]([CH3:23])[CH:21]=1. The catalyst class is: 9.